This data is from CYP2D6 inhibition data for predicting drug metabolism from PubChem BioAssay. The task is: Regression/Classification. Given a drug SMILES string, predict its absorption, distribution, metabolism, or excretion properties. Task type varies by dataset: regression for continuous measurements (e.g., permeability, clearance, half-life) or binary classification for categorical outcomes (e.g., BBB penetration, CYP inhibition). Dataset: cyp2d6_veith. (1) The compound is CCOc1[nH]n(-c2ccccc2)c(=O)c1C=Nc1ccc(Cl)cc1. The result is 0 (non-inhibitor). (2) The drug is O=C(Nc1cccc2nsnc12)c1ccc(-c2cccc(Cl)c2)o1. The result is 0 (non-inhibitor). (3) The drug is O=C(Nc1cccc(F)c1)N1CC[C@@]2(CCCN(C(=O)c3cc(C(F)(F)F)cc(C(F)(F)F)c3)C2)C1. The result is 0 (non-inhibitor). (4) The drug is Cc1cccc(C)c1NC(=O)CCN1C(=O)C2C3CCC(C3)C2C1=O. The result is 0 (non-inhibitor). (5) The molecule is CCOc1ccc(OCC)c(NC(=O)C2CCCN(S(=O)(=O)c3cccs3)C2)c1. The result is 0 (non-inhibitor). (6) The drug is CC(C)(C)N1C(=O)[C@H]2CC[C@H]3/C(=N\OCc4ccccc4)C[C@@H](O)[C@@H](O)[C@@H]3[C@@H]2C1=O. The result is 0 (non-inhibitor). (7) The result is 0 (non-inhibitor). The molecule is N[C@@H](CSC1c2ccccc2-c2ccccc21)C(=O)O. (8) The drug is Cc1cc(C)c(-n2c(O)c(C=NCCN3CCOCC3)c(=O)[nH]c2=O)c(C)c1. The result is 0 (non-inhibitor). (9) The compound is COc1ccc2nc(S(=O)Cc3ncc(C)c(OC)c3C)[nH]c2c1. The result is 0 (non-inhibitor). (10) The compound is CCOC(=O)Nc1ccc(C(=O)NCC2CCCO2)cc1. The result is 0 (non-inhibitor).